Predict the reaction yield, written as a fraction of the theoretical maximum amount of product (1.0 means a 100% yield; for example, 0.34 means a 34% yield). From a dataset of Reaction yield outcomes from USPTO patents with 853,638 reactions. (1) The reactants are [F:1][C:2]1[CH:3]=[C:4]([C:8]2[CH:13]=[CH:12][C:11]([C:14]([NH:16][C@H:17]([C:24]([O:26]CC3C=CC=CC=3)=[O:25])[CH2:18][C:19]([O:21][CH2:22][CH3:23])=[O:20])=[O:15])=[C:10]([NH:34][C:35]([NH:37][C:38]3[C:43]([CH3:44])=[CH:42][C:41]([CH3:45])=[CH:40][C:39]=3[CH3:46])=[O:36])[CH:9]=2)[CH:5]=[CH:6][CH:7]=1.[H][H]. The catalyst is CO.C(OCC)(=O)C.[Pd]. The product is [CH2:22]([O:21][C:19](=[O:20])[CH2:18][C@H:17]([NH:16][C:14]([C:11]1[CH:12]=[CH:13][C:8]([C:4]2[CH:5]=[CH:6][CH:7]=[C:2]([F:1])[CH:3]=2)=[CH:9][C:10]=1[NH:34][C:35]([NH:37][C:38]1[C:39]([CH3:46])=[CH:40][C:41]([CH3:45])=[CH:42][C:43]=1[CH3:44])=[O:36])=[O:15])[C:24]([OH:26])=[O:25])[CH3:23]. The yield is 0.870. (2) The reactants are [Cl:1][C:2]1[CH:7]=[CH:6][C:5]([O:8][C:9]2[CH:14]=[CH:13][C:12]([N+:15]([O-])=O)=[CH:11][C:10]=2[O:18][CH3:19])=[CH:4][C:3]=1[Cl:20].[Cl-].[NH4+]. The catalyst is O1CCCC1.O.[Fe]. The product is [Cl:20][C:3]1[CH:4]=[C:5]([CH:6]=[CH:7][C:2]=1[Cl:1])[O:8][C:9]1[CH:14]=[CH:13][C:12]([NH2:15])=[CH:11][C:10]=1[O:18][CH3:19]. The yield is 0.740. (3) The reactants are [CH2:1]([C:8]1[C:9]([NH:26][C:27](=[O:29])[CH3:28])=[N:10][C:11]([CH:24]=[CH2:25])=[C:12]([C:14]2[CH:19]=[CH:18][C:17]([O:20][CH3:21])=[CH:16][C:15]=2C=C)[N:13]=1)[C:2]1[CH:7]=[CH:6][CH:5]=[CH:4][CH:3]=1. The yield is 0.858. The product is [CH2:1]([C:8]1[C:9]([NH:26][C:27](=[O:29])[CH3:28])=[N:10][C:11]2[CH:24]=[CH:25][C:15]3[CH:16]=[C:17]([O:20][CH3:21])[CH:18]=[CH:19][C:14]=3[C:12]=2[N:13]=1)[C:2]1[CH:7]=[CH:6][CH:5]=[CH:4][CH:3]=1. The catalyst is CC1C=C(C)C(N2C(=[Ru](Cl)(Cl)=CC3C=CC=CC=3OC(C)C)N(C3C(C)=CC(C)=CC=3C)CC2)=C(C)C=1. (4) The reactants are N=C=N.[C:4]([OH:12])(=O)[C:5]1[CH:10]=[CH:9][CH:8]=[N:7][CH:6]=1.[NH:13]1[CH2:17][CH2:16][CH2:15][C@H:14]1[CH2:18][N:19]1[CH2:23][CH2:22][CH2:21][CH2:20]1.C1C=CC2N([OH:33])N=NC=2C=1.C(N(CC)CC)C. The catalyst is C(Cl)(Cl)Cl.C(O)CCC.CC#N. The product is [OH:33][C:8]1[N:7]=[CH:6][C:5]([C:4]([N:13]2[CH2:17][CH2:16][CH2:15][C@H:14]2[CH2:18][N:19]2[CH2:23][CH2:22][CH2:21][CH2:20]2)=[O:12])=[CH:10][CH:9]=1. The yield is 0.730. (5) The reactants are Br[C:2]1[CH:8]=[C:7]([N+:9]([O-:11])=[O:10])[C:6]([F:12])=[CH:5][C:3]=1[NH2:4].[CH3:13][C:14]([CH3:23])([C:21]#[CH:22])[CH2:15][C:16]([O:18][CH2:19][CH3:20])=[O:17]. The catalyst is CCN(CC)CC.C(OCC)(=O)C.O.Cl[Pd](Cl)([P](C1C=CC=CC=1)(C1C=CC=CC=1)C1C=CC=CC=1)[P](C1C=CC=CC=1)(C1C=CC=CC=1)C1C=CC=CC=1.[Cu]I. The product is [CH2:19]([O:18][C:16](=[O:17])[CH2:15][C:14]([CH3:23])([CH3:13])[C:21]#[C:22][C:2]1[CH:8]=[C:7]([N+:9]([O-:11])=[O:10])[C:6]([F:12])=[CH:5][C:3]=1[NH2:4])[CH3:20]. The yield is 0.570. (6) The reactants are [CH3:1][O-:2].[Na+].[Br:4][C:5]1[CH:10]=[CH:9][C:8]([C:11]2[N:12]=[CH:13][S:14][CH:15]=2)=[CH:7][C:6]=1[Cl:16]. The catalyst is CO.O. The product is [Br:4][C:5]1[CH:10]=[CH:9][C:8]([C:11]2[N:12]=[C:13]([O:2][CH3:1])[S:14][CH:15]=2)=[CH:7][C:6]=1[Cl:16]. The yield is 0.840.